From a dataset of Forward reaction prediction with 1.9M reactions from USPTO patents (1976-2016). Predict the product of the given reaction. (1) Given the reactants [CH2:1]([C:3]1[N:13]([C:14]2[CH:19]=[CH:18][C:17]([CH2:20][CH2:21][NH:22][C:23](=O)[O:24]C3C=CC=CC=3)=[CH:16][CH:15]=2)[C:6]2=[N:7][C:8]([CH3:12])=[CH:9][C:10]([CH3:11])=[C:5]2[N:4]=1)[CH3:2].[Cl:32][C:33]1[S:37][C:36]([S:38]([NH2:41])(=[O:40])=[O:39])=[CH:35][CH:34]=1, predict the reaction product. The product is: [Cl:32][C:33]1[S:37][C:36]([S:38]([NH:41][C:23]([NH:22][CH2:21][CH2:20][C:17]2[CH:16]=[CH:15][C:14]([N:13]3[C:6]4=[N:7][C:8]([CH3:12])=[CH:9][C:10]([CH3:11])=[C:5]4[N:4]=[C:3]3[CH2:1][CH3:2])=[CH:19][CH:18]=2)=[O:24])(=[O:40])=[O:39])=[CH:35][CH:34]=1. (2) The product is: [CH3:17][O:16][C:15]1[CH:14]=[CH:13][C:12]([NH:18][C:19](=[O:41])[CH2:20][N:21]2[CH:25]=[C:24]([O:26][C:27]3[C:36]4[C:31](=[CH:32][C:33]([O:39][CH3:40])=[C:34]([O:37][CH3:38])[CH:35]=4)[N:30]=[CH:29][N:28]=3)[CH:23]=[N:22]2)=[CH:11][C:10]=1[CH2:9][N:5]1[CH2:6][CH2:7][N:2]([CH3:1])[CH2:3][CH2:4]1. Given the reactants [CH3:1][N:2]1[CH2:7][CH2:6][NH:5][CH2:4][CH2:3]1.Br[CH2:9][C:10]1[CH:11]=[C:12]([NH:18][C:19](=[O:41])[CH2:20][N:21]2[CH:25]=[C:24]([O:26][C:27]3[C:36]4[C:31](=[CH:32][C:33]([O:39][CH3:40])=[C:34]([O:37][CH3:38])[CH:35]=4)[N:30]=[CH:29][N:28]=3)[CH:23]=[N:22]2)[CH:13]=[CH:14][C:15]=1[O:16][CH3:17].C(=O)([O-])[O-].[K+].[K+], predict the reaction product. (3) Given the reactants [CH3:1][O:2][C:3]1[CH:22]=[CH:21][C:6]([CH2:7][C@@H:8]2[C:12]3=[N:13][C:14]4[CH:19]=[CH:18][CH:17]=[CH:16][C:15]=4[N:11]3[C:10](=[O:20])[NH:9]2)=[CH:5][CH:4]=1.[F:23][C:24]1[CH:29]=[CH:28][C:27]([C:30]2([NH2:33])[CH2:32][CH2:31]2)=[CH:26][CH:25]=1.C(O)(C(F)(F)F)=O, predict the reaction product. The product is: [NH:13]1[C:14]2[CH:19]=[CH:18][CH:17]=[CH:16][C:15]=2[N:11]=[C:12]1[C@H:8]([NH:9][C:10]([NH:33][C:30]1([C:27]2[CH:28]=[CH:29][C:24]([F:23])=[CH:25][CH:26]=2)[CH2:32][CH2:31]1)=[O:20])[CH2:7][C:6]1[CH:5]=[CH:4][C:3]([O:2][CH3:1])=[CH:22][CH:21]=1. (4) Given the reactants Br[C:2]1[CH:22]=[CH:21][C:5]2[N:6]([CH2:14][CH:15]3[CH2:20][CH2:19][O:18][CH2:17][CH2:16]3)[C:7]([CH2:9][C:10]([CH3:13])([CH3:12])[CH3:11])=[N:8][C:4]=2[CH:3]=1.C(N(CC)C(C)C)(C)C.[SH:32][CH2:33][C:34]([O:36][CH3:37])=[O:35].C1(P(C2C=CC=CC=2)C2C3OC4C(=CC=CC=4P(C4C=CC=CC=4)C4C=CC=CC=4)C(C)(C)C=3C=CC=2)C=CC=CC=1, predict the reaction product. The product is: [CH3:11][C:10]([CH3:13])([CH3:12])[CH2:9][C:7]1[N:6]([CH2:14][CH:15]2[CH2:20][CH2:19][O:18][CH2:17][CH2:16]2)[C:5]2[CH:21]=[CH:22][C:2]([S:32][CH2:33][C:34]([O:36][CH3:37])=[O:35])=[CH:3][C:4]=2[N:8]=1.